Predict the product of the given reaction. From a dataset of Forward reaction prediction with 1.9M reactions from USPTO patents (1976-2016). (1) Given the reactants [NH2:1][C:2]1[C:11]([C:12]2[S:13][C:14]3[CH:20]=[CH:19][C:18]([NH2:21])=[CH:17][C:15]=3[CH:16]=2)=[CH:10][C:5]([C:6]([O:8][CH3:9])=[O:7])=[CH:4][N:3]=1.[N:22]([C:25]1[CH:30]=[CH:29][CH:28]=[CH:27][CH:26]=1)=[C:23]=[O:24], predict the reaction product. The product is: [NH2:1][C:2]1[C:11]([C:12]2[S:13][C:14]3[CH:20]=[CH:19][C:18]([NH:21][C:23]([NH:22][C:25]4[CH:30]=[CH:29][CH:28]=[CH:27][CH:26]=4)=[O:24])=[CH:17][C:15]=3[CH:16]=2)=[CH:10][C:5]([C:6]([O:8][CH3:9])=[O:7])=[CH:4][N:3]=1. (2) Given the reactants [F:1][C:2]1[CH:3]=[C:4]([CH2:9][C:10]([OH:12])=O)[CH:5]=[CH:6][C:7]=1[F:8].C(Cl)(=O)C(Cl)=O.[NH2:19][C:20](=[N:26]O)[C:21]([O:23][CH2:24][CH3:25])=[O:22].C(N(CC)C(C)C)(C)C, predict the reaction product. The product is: [F:1][C:2]1[CH:3]=[C:4]([CH:5]=[CH:6][C:7]=1[F:8])[CH2:9][C:10]1[O:12][N:26]=[C:20]([C:21]([O:23][CH2:24][CH3:25])=[O:22])[N:19]=1. (3) The product is: [Br:22][C:11]1[N:12]([CH:15]2[CH2:20][CH2:19][CH2:18][CH2:17][O:16]2)[C:13]2[C:9]([N:10]=1)=[C:8]([NH2:21])[N:7]=[C:6]([O:5][CH2:4][CH2:3][O:2][CH3:1])[N:14]=2. Given the reactants [CH3:1][O:2][CH2:3][CH2:4][O:5][C:6]1[N:14]=[C:13]2[C:9]([N:10]=[CH:11][N:12]2[CH:15]2[CH2:20][CH2:19][CH2:18][CH2:17][O:16]2)=[C:8]([NH2:21])[N:7]=1.[Br:22]N1C(=O)CCC1=O, predict the reaction product. (4) Given the reactants Br[C:2]1[CH:7]=[CH:6][C:5]([F:8])=[CH:4][CH:3]=1.[Li]C(C)(C)C.[Sn:14](Cl)([CH2:23][CH2:24][CH2:25][CH3:26])([CH2:19][CH2:20][CH2:21][CH3:22])[CH2:15][CH2:16][CH2:17][CH3:18], predict the reaction product. The product is: [CH2:23]([Sn:14]([CH2:15][CH2:16][CH2:17][CH3:18])([CH2:19][CH2:20][CH2:21][CH3:22])[C:2]1[CH:7]=[CH:6][C:5]([F:8])=[CH:4][CH:3]=1)[CH2:24][CH2:25][CH3:26]. (5) Given the reactants [S:1]1(=[O:9])(=[O:8])[CH2:6][CH2:5][CH2:4][C:3](=O)[CH2:2]1.[Cl:10][C:11]1[CH:12]=[C:13]([CH:16]=[CH:17][C:18]=1[Cl:19])[CH:14]=O.[NH2:20][C:21]([CH3:26])=[CH:22][C:23](=[O:25])[CH3:24], predict the reaction product. The product is: [Cl:10][C:11]1[CH:12]=[C:13]([CH:14]2[C:22]([C:23](=[O:25])[CH3:24])=[C:21]([CH3:26])[NH:20][C:3]3[CH2:4][CH2:5][CH2:6][S:1](=[O:9])(=[O:8])[C:2]2=3)[CH:16]=[CH:17][C:18]=1[Cl:19]. (6) Given the reactants Cl[CH2:2][C:3]([N:5]([CH2:19][C:20]1[CH:25]=[CH:24][CH:23]=[CH:22][C:21]=1[O:26][CH3:27])[C:6]1[CH:11]=[CH:10][CH:9]=[CH:8][C:7]=1[O:12][C:13]1[CH:18]=[CH:17][CH:16]=[CH:15][CH:14]=1)=[O:4].[N-:28]=[N+:29]=[N-:30].[Na+].O, predict the reaction product. The product is: [N:28]([CH2:2][C:3]([N:5]([CH2:19][C:20]1[CH:25]=[CH:24][CH:23]=[CH:22][C:21]=1[O:26][CH3:27])[C:6]1[CH:11]=[CH:10][CH:9]=[CH:8][C:7]=1[O:12][C:13]1[CH:18]=[CH:17][CH:16]=[CH:15][CH:14]=1)=[O:4])=[N+:29]=[N-:30]. (7) Given the reactants [C:1]([C:3]1[CH:8]=[CH:7][C:6]([CH:9]([CH3:31])[C:10]([NH:12][CH2:13][C:14]2[C:15]([N:24]3[CH2:29][CH2:28][CH:27]([CH3:30])[CH2:26][CH2:25]3)=[N:16][C:17]([C:20]([F:23])([F:22])[F:21])=[CH:18][CH:19]=2)=[O:11])=[CH:5][C:4]=1[O:32][CH3:33])#[N:2].[C:34](O[C:34]([O:36][C:37]([CH3:40])([CH3:39])[CH3:38])=[O:35])([O:36][C:37]([CH3:40])([CH3:39])[CH3:38])=[O:35].[BH4-].[Na+].NCCNCCN, predict the reaction product. The product is: [CH3:33][O:32][C:4]1[CH:5]=[C:6]([CH:9]([CH3:31])[C:10]([NH:12][CH2:13][C:14]2[C:15]([N:24]3[CH2:29][CH2:28][CH:27]([CH3:30])[CH2:26][CH2:25]3)=[N:16][C:17]([C:20]([F:23])([F:21])[F:22])=[CH:18][CH:19]=2)=[O:11])[CH:7]=[CH:8][C:3]=1[CH2:1][NH:2][C:34](=[O:35])[O:36][C:37]([CH3:40])([CH3:39])[CH3:38]. (8) Given the reactants [NH2:1][C:2]1[N:10]=[CH:9][N:8]=[C:7]2[C:3]=1[N:4]=[CH:5][N:6]2[C@H:11]1[C@@H:15]2[O:16][C:17]([CH3:20])([CH3:19])[O:18][C@@H:14]2[C@@H:13]([CH2:21][N:22]([CH2:39][CH3:40])[CH:23]2[CH2:26][CH:25]([CH2:27][CH2:28][C:29]([O:31]CC3C=CC=CC=3)=[O:30])[CH2:24]2)[O:12]1, predict the reaction product. The product is: [NH2:1][C:2]1[N:10]=[CH:9][N:8]=[C:7]2[C:3]=1[N:4]=[CH:5][N:6]2[C@H:11]1[C@@H:15]2[O:16][C:17]([CH3:20])([CH3:19])[O:18][C@@H:14]2[C@@H:13]([CH2:21][N:22]([CH2:39][CH3:40])[CH:23]2[CH2:26][CH:25]([CH2:27][CH2:28][C:29]([OH:31])=[O:30])[CH2:24]2)[O:12]1.